Dataset: Forward reaction prediction with 1.9M reactions from USPTO patents (1976-2016). Task: Predict the product of the given reaction. (1) Given the reactants O.[F-].C([N+](C)(C)C)C1C=CC=CC=1.[C:14]1([C:20]2([N:47]([CH3:49])[CH3:48])[CH2:25][CH2:24][CH:23]([CH2:26][O:27][CH2:28][C:29]3[C:37]4[C:32](=[CH:33][CH:34]=[C:35]([C:38]#[N:39])[CH:36]=4)[NH:31][C:30]=3[Si](CC)(CC)CC)[CH2:22][CH2:21]2)[CH:19]=[CH:18][CH:17]=[CH:16][CH:15]=1, predict the reaction product. The product is: [C:14]1([C:20]2([N:47]([CH3:49])[CH3:48])[CH2:21][CH2:22][CH:23]([CH2:26][O:27][CH2:28][C:29]3[C:37]4[C:32](=[CH:33][CH:34]=[C:35]([C:38]#[N:39])[CH:36]=4)[NH:31][CH:30]=3)[CH2:24][CH2:25]2)[CH:15]=[CH:16][CH:17]=[CH:18][CH:19]=1. (2) Given the reactants [F:1][C:2]1[CH:3]=[C:4]([CH:8]=[CH:9][N:10]=1)[C:5]([OH:7])=O.CN(C)C=O.S(Cl)(Cl)=O.[CH2:20]([NH:22][CH2:23][CH3:24])[CH3:21], predict the reaction product. The product is: [CH2:20]([N:22]([CH2:23][CH3:24])[C:5](=[O:7])[C:4]1[CH:8]=[CH:9][N:10]=[C:2]([F:1])[CH:3]=1)[CH3:21]. (3) Given the reactants [OH:1][C:2]1[CH:7]=[CH:6][C:5]([C:8]2[CH:13]=[CH:12][CH:11]=[C:10]([CH2:14][CH:15]3[S:19][C:18](=S)[NH:17][C:16]3=[O:21])[CH:9]=2)=[CH:4][C:3]=1[C:22]1([CH3:28])[CH2:27][CH2:26][CH2:25][CH2:24][CH2:23]1.[CH3:29][NH:30][CH3:31], predict the reaction product. The product is: [CH3:29][N:30]([CH3:31])[C:18]1[S:19][CH:15]([CH2:14][C:10]2[CH:9]=[C:8]([C:5]3[CH:6]=[CH:7][C:2]([OH:1])=[C:3]([C:22]4([CH3:28])[CH2:27][CH2:26][CH2:25][CH2:24][CH2:23]4)[CH:4]=3)[CH:13]=[CH:12][CH:11]=2)[C:16](=[O:21])[N:17]=1. (4) Given the reactants [C:1]([C:4]1[CH:5]=[C:6]([CH:11]=[C:12]([Br:14])[CH:13]=1)[C:7]([O:9]C)=[O:8])(=O)[CH3:2].[OH-].[K+].O.NN.Cl, predict the reaction product. The product is: [Br:14][C:12]1[CH:11]=[C:6]([CH:5]=[C:4]([CH2:1][CH3:2])[CH:13]=1)[C:7]([OH:9])=[O:8]. (5) Given the reactants [C:1]([C:3]1[C:4]([C:20]2[CH:25]=[CH:24][CH:23]=[CH:22][CH:21]=2)=[C:5]([C:17]([OH:19])=O)[S:6][C:7]=1[S:8][C:9]1[C:14]([Cl:15])=[CH:13][N:12]=[CH:11][C:10]=1[Cl:16])#[N:2].[CH3:26][N:27]1[CH2:32][CH2:31][CH:30]([NH2:33])[CH2:29][CH2:28]1, predict the reaction product. The product is: [C:1]([C:3]1[C:4]([C:20]2[CH:25]=[CH:24][CH:23]=[CH:22][CH:21]=2)=[C:5]([C:17]([NH:33][CH:30]2[CH2:31][CH2:32][N:27]([CH3:26])[CH2:28][CH2:29]2)=[O:19])[S:6][C:7]=1[S:8][C:9]1[C:14]([Cl:15])=[CH:13][N:12]=[CH:11][C:10]=1[Cl:16])#[N:2]. (6) Given the reactants [Cl:1][C:2]1[CH:7]=[CH:6][C:5]([S:8]([C:10]2[C:11]([C:36]#[N:37])=[C:12]([C:26]3[CH:31]=[CH:30][N:29]=[C:28]([NH:32][C:33](=[O:35])[CH3:34])[CH:27]=3)[S:13][C:14]=2[C:15]2[N:19]=[CH:18][N:17](C3CCCCO3)[N:16]=2)=[O:9])=[CH:4][CH:3]=1.C(O)(C(F)(F)F)=O, predict the reaction product. The product is: [Cl:1][C:2]1[CH:7]=[CH:6][C:5]([S:8]([C:10]2[C:11]([C:36]#[N:37])=[C:12]([C:26]3[CH:31]=[CH:30][N:29]=[C:28]([NH:32][C:33](=[O:35])[CH3:34])[CH:27]=3)[S:13][C:14]=2[C:15]2[NH:19][CH:18]=[N:17][N:16]=2)=[O:9])=[CH:4][CH:3]=1.